This data is from Catalyst prediction with 721,799 reactions and 888 catalyst types from USPTO. The task is: Predict which catalyst facilitates the given reaction. Product: [C:32]([C:29]1[C:28](=[O:37])[N:27]([CH:38]2[CH2:42][CH2:41][CH2:40][CH2:39]2)[C:25]2[N:26]=[C:21]([NH:20][C:17]3[CH:18]=[CH:19][C:14]([N:11]4[CH2:10][CH2:9][NH:8][CH2:13][CH2:12]4)=[CH:15][N:16]=3)[N:22]=[CH:23][C:24]=2[C:30]=1[CH3:31])(=[O:34])[CH3:33]. The catalyst class is: 343. Reactant: C(OC([N:8]1[CH2:13][CH2:12][N:11]([C:14]2[CH:15]=[N:16][C:17]([NH:20][C:21]3[N:22]=[CH:23][C:24]4[C:30]([CH3:31])=[C:29]([C:32]([O:34]CC)=[CH2:33])[C:28](=[O:37])[N:27]([CH:38]5[CH2:42][CH2:41][CH2:40][CH2:39]5)[C:25]=4[N:26]=3)=[CH:18][CH:19]=2)[CH2:10][CH2:9]1)=O)(C)(C)C.